Dataset: Reaction yield outcomes from USPTO patents with 853,638 reactions. Task: Predict the reaction yield, written as a fraction of the theoretical maximum amount of product (1.0 means a 100% yield; for example, 0.34 means a 34% yield). The reactants are [F:1][C:2]1[CH:7]=[CH:6][C:5]([CH2:8][OH:9])=[CH:4][C:3]=1[O:10][CH3:11].C1C(=O)N([Br:19])C(=O)C1. The catalyst is CC#N. The product is [Br:19][C:6]1[CH:7]=[C:2]([F:1])[C:3]([O:10][CH3:11])=[CH:4][C:5]=1[CH2:8][OH:9]. The yield is 0.960.